From a dataset of Reaction yield outcomes from USPTO patents with 853,638 reactions. Predict the reaction yield, written as a fraction of the theoretical maximum amount of product (1.0 means a 100% yield; for example, 0.34 means a 34% yield). (1) The reactants are [CH3:1][N:2]1[C:6]([CH3:7])=[C:5]([C:8]([NH:10][C:11]2[CH:26]=[CH:25][C:14]([O:15][C:16]3[CH:21]=[CH:20][N:19]=[C:18](C(N)=O)[CH:17]=3)=[C:13]([F:27])[CH:12]=2)=[O:9])[C:4](=[O:28])[N:3]1[C:29]1[CH:34]=[CH:33][CH:32]=[CH:31][CH:30]=1.C(OI(C1C=CC=CC=1)OC(=O)C)(=O)C.CC#[N:52].O. The catalyst is CCOC(C)=O.C([O-])(O)=O.[Na+]. The product is [NH2:52][C:18]1[CH:17]=[C:16]([O:15][C:14]2[CH:25]=[CH:26][C:11]([NH:10][C:8]([C:5]3[C:4](=[O:28])[N:3]([C:29]4[CH:30]=[CH:31][CH:32]=[CH:33][CH:34]=4)[N:2]([CH3:1])[C:6]=3[CH3:7])=[O:9])=[CH:12][C:13]=2[F:27])[CH:21]=[CH:20][N:19]=1. The yield is 0.560. (2) The product is [CH2:1]([O:8][C:9]1[CH:10]=[CH:11][C:12]([Br:17])=[C:13]([CH:16]=1)[C:14]([OH:20])=[O:15])[C:2]1[CH:3]=[CH:4][CH:5]=[CH:6][CH:7]=1. No catalyst specified. The reactants are [CH2:1]([O:8][C:9]1[CH:10]=[CH:11][C:12]([Br:17])=[C:13]([CH:16]=1)[CH:14]=[O:15])[C:2]1[CH:7]=[CH:6][CH:5]=[CH:4][CH:3]=1.[OH-].[K+].[O-:20][Mn](=O)(=O)=O.[K+]. The yield is 0.680. (3) The reactants are [NH2:1][C:2]1[N:7]=[CH:6][N:5]=[C:4]2[N:8]([CH2:27][C@H:28]3[CH2:32][CH2:31][CH2:30][N:29]3[C:33](=[O:37])[CH2:34][C:35]#[N:36])[N:9]=[C:10]([C:11]3[CH:16]=[CH:15][C:14]([O:17][C:18]4[CH:23]=[CH:22][CH:21]=[C:20]([F:24])[C:19]=4[F:25])=[CH:13][C:12]=3[F:26])[C:3]=12.[CH:38]1([CH:41]=O)[CH2:40][CH2:39]1.N1CCCCC1. The catalyst is C(O)C. The product is [NH2:1][C:2]1[N:7]=[CH:6][N:5]=[C:4]2[N:8]([CH2:27][C@H:28]3[CH2:32][CH2:31][CH2:30][N:29]3[C:33]([C:34](=[CH:41][CH:38]3[CH2:40][CH2:39]3)[C:35]#[N:36])=[O:37])[N:9]=[C:10]([C:11]3[CH:16]=[CH:15][C:14]([O:17][C:18]4[CH:23]=[CH:22][CH:21]=[C:20]([F:24])[C:19]=4[F:25])=[CH:13][C:12]=3[F:26])[C:3]=12. The yield is 0.360. (4) The reactants are [NH:1]1[C:5]2[CH:6]=[CH:7][CH:8]=[CH:9][C:4]=2[N:3]=[C:2]1[CH2:10][CH2:11][NH:12][C:13]([NH2:15])=[S:14].[O-]CC.[Na+].[C:20]([CH2:22][C:23](OCC)=[O:24])#[N:21].S(=O)(=O)(O)O. The catalyst is C(O)C.O. The product is [NH2:21][C:20]1[N:12]([CH2:11][CH2:10][C:2]2[NH:3][C:4]3[CH:9]=[CH:8][CH:7]=[CH:6][C:5]=3[N:1]=2)[C:13](=[S:14])[NH:15][C:23](=[O:24])[CH:22]=1. The yield is 0.960. (5) The reactants are C([O:5][NH:6][C:7]([C:9]1[C:14]([NH:15][C:16]2[CH:21]=[CH:20][C:19]([Br:22])=[CH:18][C:17]=2[F:23])=[C:13]([F:24])[C:12](=[O:25])[N:11]([CH3:26])[CH:10]=1)=[O:8])(C)(C)C.C(O)(C(F)(F)F)=O. No catalyst specified. The product is [OH:5][NH:6][C:7]([C:9]1[C:14]([NH:15][C:16]2[CH:21]=[CH:20][C:19]([Br:22])=[CH:18][C:17]=2[F:23])=[C:13]([F:24])[C:12](=[O:25])[N:11]([CH3:26])[CH:10]=1)=[O:8]. The yield is 0.330. (6) The reactants are [NH2:1][C:2]1[O:6][N:5]=[C:4]([CH3:7])[C:3]=1[CH3:8].N1C=CC=CC=1.Cl[C:16]([O:18][CH2:19][C:20]([Cl:23])([Cl:22])[Cl:21])=[O:17].O. The catalyst is O1CCCC1. The product is [CH3:7][C:4]1[C:3]([CH3:8])=[C:2]([NH:1][C:16](=[O:17])[O:18][CH2:19][C:20]([Cl:23])([Cl:22])[Cl:21])[O:6][N:5]=1. The yield is 0.629. (7) The reactants are [F:1][C:2]1[CH:7]=[CH:6][C:5]([C:8]2[C:9](=[O:25])[NH:10][N:11]=[C:12]([CH3:24])[C:13]=2[C:14]2[CH:19]=[CH:18][C:17]([S:20]([CH3:23])(=[O:22])=[O:21])=[CH:16][CH:15]=2)=[CH:4][CH:3]=1.[F:26][C:27]([F:31])([F:30])[CH2:28]I.C(=O)([O-])[O-].[Na+].[Na+]. The catalyst is CN(C=O)C. The product is [F:26][C:27]([F:31])([F:30])[CH2:28][N:10]1[C:9](=[O:25])[C:8]([C:5]2[CH:4]=[CH:3][C:2]([F:1])=[CH:7][CH:6]=2)=[C:13]([C:14]2[CH:19]=[CH:18][C:17]([S:20]([CH3:23])(=[O:22])=[O:21])=[CH:16][CH:15]=2)[C:12]([CH3:24])=[N:11]1. The yield is 0.480.